This data is from Full USPTO retrosynthesis dataset with 1.9M reactions from patents (1976-2016). The task is: Predict the reactants needed to synthesize the given product. (1) The reactants are: [Cl-].O[NH3+:3].[C:4](=[O:7])([O-])[OH:5].[Na+].CS(C)=O.[CH2:13]([C:15]1[N:16]=[C:17]([CH2:48][CH2:49][CH3:50])[N:18]([CH2:32][C:33]2[CH:38]=[CH:37][C:36]([C:39]3[C:40]([C:45]#[N:46])=[CH:41][CH:42]=[CH:43][CH:44]=3)=[CH:35][C:34]=2[F:47])[C:19](=[O:31])[C:20]=1[C:21]1[CH:22]=[N:23][C:24]([O:27][CH:28]([CH3:30])[CH3:29])=[CH:25][CH:26]=1)[CH3:14]. Given the product [CH2:13]([C:15]1[N:16]=[C:17]([CH2:48][CH2:49][CH3:50])[N:18]([CH2:32][C:33]2[CH:38]=[CH:37][C:36]([C:39]3[CH:44]=[CH:43][CH:42]=[CH:41][C:40]=3[C:45]3[NH:3][C:4](=[O:7])[O:5][N:46]=3)=[CH:35][C:34]=2[F:47])[C:19](=[O:31])[C:20]=1[C:21]1[CH:22]=[N:23][C:24]([O:27][CH:28]([CH3:29])[CH3:30])=[CH:25][CH:26]=1)[CH3:14], predict the reactants needed to synthesize it. (2) The reactants are: Br[C:2]1[CH:6]=[C:5]([C:7]#[C:8][C:9]([CH3:12])([CH3:11])[CH3:10])[S:4][C:3]=1[C:13]([O:15][CH3:16])=[O:14].[NH2:17][C@@H:18]([C@@H:26]([O:28][CH3:29])[CH3:27])[C:19]([O:21][C:22]([CH3:25])([CH3:24])[CH3:23])=[O:20].C1C=CC(P(C2C(C3C(P(C4C=CC=CC=4)C4C=CC=CC=4)=CC=C4C=3C=CC=C4)=C3C(C=CC=C3)=CC=2)C2C=CC=CC=2)=CC=1.C(=O)([O-])[O-].[Cs+].[Cs+]. Given the product [C:22]([O:21][C:19](=[O:20])[C@@H:18]([NH:17][C:2]1[CH:6]=[C:5]([C:7]#[C:8][C:9]([CH3:12])([CH3:11])[CH3:10])[S:4][C:3]=1[C:13]([O:15][CH3:16])=[O:14])[C@@H:26]([O:28][CH3:29])[CH3:27])([CH3:24])([CH3:23])[CH3:25], predict the reactants needed to synthesize it. (3) Given the product [C:29]1([N:35]2[C:47]3[C:42](=[CH:43][CH:44]=[C:45]4[C:54]5[C:49](=[CH:50][CH:51]=[C:52]([C:19]6[CH:20]=[CH:21][C:22]7[N:9]8[C:8]9[C:3]([C:2]([CH3:28])([CH3:1])[C:11]%10[CH:12]=[CH:13][CH:14]=[CH:15][C:10]=%108)=[CH:4][CH:5]=[CH:6][C:7]=9[C:16]([CH3:24])([CH3:23])[C:17]=7[CH:18]=6)[CH:53]=5)[N:48]([C:55]5[CH:60]=[CH:59][CH:58]=[CH:57][CH:56]=5)[C:46]4=3)[C:41]3[C:36]2=[CH:37][CH:38]=[CH:39][CH:40]=3)[CH:30]=[CH:31][CH:32]=[CH:33][CH:34]=1, predict the reactants needed to synthesize it. The reactants are: [CH3:1][C:2]1([CH3:28])[C:11]2[CH:12]=[CH:13][CH:14]=[C:15]3[C:16]([CH3:24])([CH3:23])[C:17]4[CH:18]=[CH:19][CH:20]=[CH:21][C:22]=4[N:9]([C:10]=23)[C:8]2[CH:7]=[CH:6][C:5](B(O)O)=[CH:4][C:3]1=2.[C:29]1([N:35]2[C:47]3[C:42](=[CH:43][CH:44]=[C:45]4[C:54]5[C:49](=[CH:50][CH:51]=[CH:52][CH:53]=5)[N:48]([C:55]5[CH:60]=[CH:59][CH:58]=[CH:57][CH:56]=5)[C:46]4=3)[C:41]3[C:36]2=[CH:37][CH:38]=[CH:39][CH:40]=3)[CH:34]=[CH:33][CH:32]=[CH:31][CH:30]=1.O.P([O-])([O-])([O-])=O.[K+].[K+].[K+].N#N. (4) Given the product [CH:4]1[C:3]2[C:12]([O:14][C:15](=[O:16])[C:2]=2[CH:1]=[C:6]2[C:7]([O:9][C:10](=[O:11])[C:5]=12)=[O:8])=[O:13].[CH:17]1[CH:30]=[C:29]2[C:20]([CH:21]=[C:22]3[C:27](=[CH:28]2)[CH:26]=[CH:25][C:24]([CH2:31][CH2:32][CH2:33][C:34]([OH:36])=[O:35])=[CH:23]3)=[CH:19][CH:18]=1, predict the reactants needed to synthesize it. The reactants are: [CH:1]1[C:6]2[C:7]([O:9][C:10](=[O:11])[C:5]=2[CH:4]=[C:3]2[C:12]([O:14][C:15](=[O:16])[C:2]=12)=[O:13])=[O:8].[CH:17]1[CH:30]=[C:29]2[C:20]([CH:21]=[C:22]3[C:27](=[CH:28]2)[CH:26]=[CH:25][C:24]([CH2:31][CH2:32][CH2:33][C:34]([OH:36])=[O:35])=[CH:23]3)=[CH:19][CH:18]=1. (5) The reactants are: [S:1]1[C:5]2[CH:6]=[CH:7][CH:8]=[CH:9][C:4]=2[N:3]=[C:2]1[NH:10][C:11]([C:13]1[CH:14]=[CH:15][CH:16]=[C:17]2[C:22]=1[CH2:21][N:20](C(OC(C)(C)C)=O)[CH2:19][CH2:18]2)=[O:12].[ClH:30]. Given the product [ClH:30].[ClH:30].[S:1]1[C:5]2[CH:6]=[CH:7][CH:8]=[CH:9][C:4]=2[N:3]=[C:2]1[NH:10][C:11]([C:13]1[CH:14]=[CH:15][CH:16]=[C:17]2[C:22]=1[CH2:21][NH:20][CH2:19][CH2:18]2)=[O:12], predict the reactants needed to synthesize it. (6) Given the product [Cl:17][C:11]1[CH:12]=[C:13]([Cl:16])[CH:14]=[CH:15][C:10]=1[C:6]1[C:7]([C:8]#[N:9])=[C:2]([NH:31][CH2:27][CH:28]([CH3:30])[CH3:29])[C:3]2[N:4]([C:18]([N:21]3[CH2:26][CH2:25][O:24][CH2:23][CH2:22]3)=[CH:19][N:20]=2)[CH:5]=1, predict the reactants needed to synthesize it. The reactants are: Cl[C:2]1[C:3]2[N:4]([C:18]([N:21]3[CH2:26][CH2:25][O:24][CH2:23][CH2:22]3)=[CH:19][N:20]=2)[CH:5]=[C:6]([C:10]2[CH:15]=[CH:14][C:13]([Cl:16])=[CH:12][C:11]=2[Cl:17])[C:7]=1[C:8]#[N:9].[CH2:27]([NH2:31])[CH:28]([CH3:30])[CH3:29].C(=O)=O. (7) Given the product [O:37]=[S:34]1(=[O:38])[CH2:35][CH2:36][N:31]([C:16]2[C:17]3[C:22]([CH3:24])([CH3:23])[C:21](=[O:25])[NH:20][C:18]=3[N:19]=[C:14]([C:7]3[C:8]4[C:9](=[N:10][CH:11]=[CH:12][CH:13]=4)[N:5]([CH2:4][C:3]4[CH:27]=[CH:28][CH:29]=[CH:30][C:2]=4[F:1])[N:6]=3)[N:15]=2)[CH2:32][CH2:33]1, predict the reactants needed to synthesize it. The reactants are: [F:1][C:2]1[CH:30]=[CH:29][CH:28]=[CH:27][C:3]=1[CH2:4][N:5]1[C:9]2=[N:10][CH:11]=[CH:12][CH:13]=[C:8]2[C:7]([C:14]2[N:15]=[C:16](I)[C:17]3[C:22]([CH3:24])([CH3:23])[C:21](=[O:25])[NH:20][C:18]=3[N:19]=2)=[N:6]1.[NH:31]1[CH2:36][CH2:35][S:34](=[O:38])(=[O:37])[CH2:33][CH2:32]1. (8) Given the product [C:1]([C:3]1[CH:11]=[C:10]2[C:6]([CH:7]=[C:8]([C:12]([NH2:17])=[O:14])[NH:9]2)=[CH:5][CH:4]=1)#[N:2], predict the reactants needed to synthesize it. The reactants are: [C:1]([C:3]1[CH:11]=[C:10]2[C:6]([CH:7]=[C:8]([C:12]([O:14]CC)=O)[NH:9]2)=[CH:5][CH:4]=1)#[N:2].[NH3:17].CO. (9) Given the product [Cl:25][C:20]1[CH:19]=[C:18]([NH:17][C:8]2[C:7]3[C:12](=[CH:13][C:14]([O:15][CH3:16])=[C:5]([O:4][CH2:1][CH2:2][CH2:35][N:36]4[CH2:41][CH2:40][N:39]5[C:42]([C:45]([F:48])([F:46])[F:47])=[N:43][N:44]=[C:38]5[CH2:37]4)[CH:6]=3)[N:11]=[CH:10][N:9]=2)[CH:23]=[CH:22][C:21]=1[F:24], predict the reactants needed to synthesize it. The reactants are: [C:1]([O:4][C:5]1[CH:6]=[C:7]2[C:12](=[CH:13][C:14]=1[O:15][CH3:16])[N:11]=[CH:10][N:9]=[C:8]2[NH:17][C:18]1[CH:23]=[CH:22][C:21]([F:24])=[C:20]([Cl:25])[CH:19]=1)(=O)[CH3:2].C([O-])([O-])=O.[K+].[K+].ClCC[CH2:35][N:36]1[CH2:41][CH2:40][N:39]2[C:42]([C:45]([F:48])([F:47])[F:46])=[N:43][N:44]=[C:38]2[CH2:37]1.